Dataset: Full USPTO retrosynthesis dataset with 1.9M reactions from patents (1976-2016). Task: Predict the reactants needed to synthesize the given product. (1) Given the product [C:1]([S:20][CH2:21][C:22]([OH:24])=[O:23])([C:8]1[CH:9]=[CH:10][CH:11]=[CH:12][CH:13]=1)([C:14]1[CH:19]=[CH:18][CH:17]=[CH:16][CH:15]=1)[C:2]1[CH:3]=[CH:4][CH:5]=[CH:6][CH:7]=1, predict the reactants needed to synthesize it. The reactants are: [C:1]([S:20][CH2:21][C:22]([O:24]CC)=[O:23])([C:14]1[CH:19]=[CH:18][CH:17]=[CH:16][CH:15]=1)([C:8]1[CH:13]=[CH:12][CH:11]=[CH:10][CH:9]=1)[C:2]1[CH:7]=[CH:6][CH:5]=[CH:4][CH:3]=1.[OH-].[Na+].O1CCOCC1. (2) Given the product [Cl:13][C:10]1[CH:11]=[CH:12][C:7]([NH:6][C:4](=[O:5])[C:3]2[CH:14]=[CH:15][C:16]([C:18]([O:20][CH3:21])=[O:19])=[CH:17][C:2]=2[NH:1][CH:35]([CH:32]2[CH2:31][CH2:30][N:29]([C:27]([O:26][C:22]([CH3:23])([CH3:25])[CH3:24])=[O:28])[CH2:34][CH2:33]2)[CH3:36])=[N:8][CH:9]=1, predict the reactants needed to synthesize it. The reactants are: [NH2:1][C:2]1[CH:17]=[C:16]([C:18]([O:20][CH3:21])=[O:19])[CH:15]=[CH:14][C:3]=1[C:4]([NH:6][C:7]1[CH:12]=[CH:11][C:10]([Cl:13])=[CH:9][N:8]=1)=[O:5].[C:22]([O:26][C:27]([N:29]1[CH2:34][CH2:33][CH:32]([CH2:35][CH:36]=O)[CH2:31][CH2:30]1)=[O:28])([CH3:25])([CH3:24])[CH3:23].CCOC(C)=O. (3) Given the product [ClH:7].[C:1](=[NH:3])([O:12][C:8]([CH3:11])([CH3:10])[CH3:9])[CH3:2], predict the reactants needed to synthesize it. The reactants are: [C:1](#[N:3])[CH3:2].C([Cl:7])(=O)C.[C:8]([OH:12])([CH3:11])([CH3:10])[CH3:9]. (4) Given the product [Cl:30][C:31]1[CH:32]=[C:33]([CH:36]=[CH:37][C:38]=1[Cl:39])[CH2:34][NH:35][C:3]([C:5]1[N:6]=[C:7]2[N:15]([CH2:16][C:17]([N:19]3[CH2:20][CH:21]([CH3:26])[CH2:22][CH:23]([CH3:25])[CH2:24]3)=[O:18])[CH:14]=[C:13]([CH2:27][S:28][CH3:29])[N:8]2[C:9](=[O:12])[C:10]=1[OH:11])=[O:2], predict the reactants needed to synthesize it. The reactants are: C[O:2][C:3]([C:5]1[N:6]=[C:7]2[N:15]([CH2:16][C:17]([N:19]3[CH2:24][CH:23]([CH3:25])[CH2:22][CH:21]([CH3:26])[CH2:20]3)=[O:18])[CH:14]=[C:13]([CH2:27][S:28][CH3:29])[N:8]2[C:9](=[O:12])[C:10]=1[OH:11])=O.[Cl:30][C:31]1[CH:32]=[C:33]([CH:36]=[CH:37][C:38]=1[Cl:39])[CH2:34][NH2:35]. (5) Given the product [Cl:1][C:2]1[CH:9]=[CH:8][C:5]([CH:6]=[CH:18][C:17]([C:12]2[CH:13]=[CH:14][CH:15]=[CH:16][C:11]=2[OH:10])=[O:19])=[CH:4][CH:3]=1, predict the reactants needed to synthesize it. The reactants are: [Cl:1][C:2]1[CH:9]=[CH:8][C:5]([CH:6]=O)=[CH:4][CH:3]=1.[OH:10][C:11]1[CH:16]=[CH:15][CH:14]=[CH:13][C:12]=1[C:17](=[O:19])[CH3:18]. (6) Given the product [N:1]1[C:5]2[CH:6]=[CH:7][CH:8]=[CH:9][C:4]=2[NH:3][C:2]=1[S:10][CH2:19][CH2:20][CH2:21][C:22]([O:24][CH2:25][CH3:26])=[O:23], predict the reactants needed to synthesize it. The reactants are: [N:1]1[C:5]2[CH:6]=[CH:7][CH:8]=[CH:9][C:4]=2[NH:3][C:2]=1[SH:10].C(N(CC)CC)C.Br[CH2:19][CH2:20][CH2:21][C:22]([O:24][CH2:25][CH3:26])=[O:23].O.